Dataset: Catalyst prediction with 721,799 reactions and 888 catalyst types from USPTO. Task: Predict which catalyst facilitates the given reaction. (1) Product: [CH2:1]([C:3]1[C:12]2[C:7](=[CH:8][CH:9]=[CH:10][CH:11]=2)[C:6]([NH2:13])=[CH:5][CH:4]=1)[CH3:2]. The catalyst class is: 171. Reactant: [CH2:1]([C:3]1[C:12]2[C:7](=[CH:8][CH:9]=[CH:10][CH:11]=2)[C:6]([N+:13]([O-])=O)=[CH:5][CH:4]=1)[CH3:2]. (2) Reactant: [CH2:1]([O:3][C:4](=[O:22])[C:5]([C:12](=[O:21])[C:13]1[CH:18]=[CH:17][C:16]([Br:19])=[CH:15][C:14]=1F)=[C:6]([NH:9][CH2:10][CH3:11])[S:7][CH3:8])[CH3:2].C([O-])([O-])=O.[K+].[K+]. Product: [CH2:1]([O:3][C:4]([C:5]1[C:12](=[O:21])[C:13]2[C:18](=[CH:17][C:16]([Br:19])=[CH:15][CH:14]=2)[N:9]([CH2:10][CH3:11])[C:6]=1[S:7][CH3:8])=[O:22])[CH3:2]. The catalyst class is: 18. (3) Reactant: Br[C:2]1[CH:7]=[CH:6][C:5]([C:8]2([C:11]3[N:15]4[CH2:16][CH2:17][S:18][C:19]([CH2:22][O:23][Si:24]([C:27]([CH3:30])([CH3:29])[CH3:28])([CH3:26])[CH3:25])([CH3:21])[CH2:20][C:14]4=[N:13][N:12]=3)[CH2:10][CH2:9]2)=[CH:4][CH:3]=1.[O:31]1[CH:35]=[C:34](B(O)O)[CH:33]=[N:32]1.C(=O)([O-])[O-].[K+].[K+]. Product: [Si:24]([O:23][CH2:22][C:19]1([CH3:21])[S:18][CH2:17][CH2:16][N:15]2[C:11]([C:8]3([C:5]4[CH:6]=[CH:7][C:2]([C:34]5[CH:33]=[N:32][O:31][CH:35]=5)=[CH:3][CH:4]=4)[CH2:10][CH2:9]3)=[N:12][N:13]=[C:14]2[CH2:20]1)([C:27]([CH3:30])([CH3:29])[CH3:28])([CH3:26])[CH3:25]. The catalyst class is: 108. (4) Reactant: [C:1]([C:3]1[CH:4]=[C:5](B(O)O)[CH:6]=[CH:7][CH:8]=1)#[N:2].Br[C:13]1[C:18]([O:19][CH3:20])=[CH:17][C:16]([C:21]([CH3:28])([CH3:27])[C:22]([O:24][CH2:25][CH3:26])=[O:23])=[CH:15][C:14]=1[O:29][CH3:30].[OH-].[Ba+2].[OH-]. Product: [C:1]([C:3]1[CH:4]=[C:5]([C:13]2[C:14]([O:29][CH3:30])=[CH:15][C:16]([C:21]([CH3:27])([CH3:28])[C:22]([O:24][CH2:25][CH3:26])=[O:23])=[CH:17][C:18]=2[O:19][CH3:20])[CH:6]=[CH:7][CH:8]=1)#[N:2]. The catalyst class is: 104. (5) Reactant: [CH3:1][O:2][C:3]([C:5]1[CH:6]=[C:7]([CH:11]=[C:12]([C:14]([O:16][CH3:17])=[O:15])[CH:13]=1)[C:8]([OH:10])=[O:9])=[O:4].[OH:18][N:19]1[C:23](=[O:24])[CH2:22][CH2:21][C:20]1=[O:25].C1(N=C=NC2CCCCC2)CCCCC1. Product: [CH3:17][O:16][C:14]([C:12]1[CH:11]=[C:7]([CH:6]=[C:5]([C:3]([O:2][CH3:1])=[O:4])[CH:13]=1)[C:8]([OH:10])=[O:9])=[O:15].[OH:18][N:19]1[C:23](=[O:24])[CH2:22][CH2:21][C:20]1=[O:25]. The catalyst class is: 13.